From a dataset of Forward reaction prediction with 1.9M reactions from USPTO patents (1976-2016). Predict the product of the given reaction. Given the reactants [NH2:1][C:2]1[C:9]([Br:10])=[CH:8][C:7]([Br:11])=[CH:6][C:3]=1[CH:4]=O.C(N(CC)CC)C.[F:19][C:20]([F:29])([F:28])/[CH:21]=[CH:22]/[C:23]([O:25][CH2:26][CH3:27])=[O:24].C(OCC)(=O)C, predict the reaction product. The product is: [Br:11][C:7]1[CH:6]=[C:3]2[C:2](=[C:9]([Br:10])[CH:8]=1)[NH:1][CH:21]([C:20]([F:19])([F:29])[F:28])[C:22]([C:23]([O:25][CH2:26][CH3:27])=[O:24])=[CH:4]2.